From a dataset of Forward reaction prediction with 1.9M reactions from USPTO patents (1976-2016). Predict the product of the given reaction. Given the reactants C(OC([N:8]1[CH2:13][CH2:12][CH:11]([N:14]2[CH:18]=[C:17]([C:19]3[C:23]4[CH:24]=[N:25][C:26]([N+:29]([O-])=O)=[C:27](O)[C:22]=4[O:21][CH:20]=3)[CH:16]=[N:15]2)[CH2:10][CH2:9]1)=O)(C)(C)C.[Cl:32][C:33]1[CH:34]=[CH:35][C:36]2[N:37]([C:39]([C@H:42]([OH:44])[CH3:43])=[N:40][N:41]=2)[N:38]=1.C1(P(C2C=CC=CC=2)C2C=CC=CC=2)C=CC=CC=1.N(C(OC(C)C)=O)=NC(OC(C)C)=O, predict the reaction product. The product is: [Cl:32][C:33]1[CH:34]=[CH:35][C:36]2[N:37]([C:39]([C@@H:42]([O:44][C:27]3[C:22]4[O:21][CH:20]=[C:19]([C:17]5[CH:16]=[N:15][N:14]([CH:11]6[CH2:12][CH2:13][NH:8][CH2:9][CH2:10]6)[CH:18]=5)[C:23]=4[CH:24]=[N:25][C:26]=3[NH2:29])[CH3:43])=[N:40][N:41]=2)[N:38]=1.